Dataset: Reaction yield outcomes from USPTO patents with 853,638 reactions. Task: Predict the reaction yield, written as a fraction of the theoretical maximum amount of product (1.0 means a 100% yield; for example, 0.34 means a 34% yield). (1) The reactants are [Cl:1][C:2]1[C:10]2[N:9]=[C:8]([NH:11][C:12]3[C:13]([O:20][CH3:21])=[N:14][C:15]([O:18][CH3:19])=[CH:16][CH:17]=3)[N:7]([CH2:22][CH2:23][CH2:24][CH2:25]O)[C:6]=2[C:5]([CH:27]([CH2:30][CH3:31])[CH2:28][CH3:29])=[CH:4][CH:3]=1.CS(Cl)(=O)=O.C(=O)(O)[O-].[Na+].C(=O)([O-])[O-].[K+].[K+]. The catalyst is N1C=CC=CC=1.O. The product is [Cl:1][C:2]1[C:10]2[N:9]=[C:8]3[N:11]([C:12]4[C:13]([O:20][CH3:21])=[N:14][C:15]([O:18][CH3:19])=[CH:16][CH:17]=4)[CH2:25][CH2:24][CH2:23][CH2:22][N:7]3[C:6]=2[C:5]([CH:27]([CH2:30][CH3:31])[CH2:28][CH3:29])=[CH:4][CH:3]=1. The yield is 0.190. (2) The reactants are FC(F)(F)C(O)=O.[Cl:8][C:9]1[C:10]([F:39])=[C:11]([CH:15]2[C:19]([C:22]3[CH:27]=[CH:26][C:25]([Cl:28])=[CH:24][CH:23]=3)([C:20]#[N:21])[CH:18]([CH2:29][CH:30]3[CH2:35][CH2:34][CH2:33][CH2:32][CH2:31]3)[NH:17][CH:16]2[C:36]([OH:38])=O)[CH:12]=[CH:13][CH:14]=1.CC1(C)[O:45][C@@H:44]([CH2:46][CH2:47][NH2:48])[CH2:43][O:42]1.CN(C(ON1N=NC2C=CC=NC1=2)=[N+](C)C)C.F[P-](F)(F)(F)(F)F.CCN(C(C)C)C(C)C.Cl. The catalyst is C(Cl)Cl.O1CCCC1. The product is [OH:45][C@H:44]([CH2:43][OH:42])[CH2:46][CH2:47][NH:48][C:36]([CH:16]1[CH:15]([C:11]2[CH:12]=[CH:13][CH:14]=[C:9]([Cl:8])[C:10]=2[F:39])[C:19]([C:22]2[CH:27]=[CH:26][C:25]([Cl:28])=[CH:24][CH:23]=2)([C:20]#[N:21])[CH:18]([CH2:29][CH:30]2[CH2:35][CH2:34][CH2:33][CH2:32][CH2:31]2)[NH:17]1)=[O:38]. The yield is 0.950. (3) The reactants are Cl.Cl.[NH:3]1[C:11]2[C:6](=[CH:7][C:8]([C:12]3[C:20]4[C:19]([NH2:21])=[N:18][CH:17]=[N:16][C:15]=4[N:14]([CH3:22])[CH:13]=3)=[CH:9][CH:10]=2)[CH2:5][CH2:4]1.[CH3:23][C:24]1[CH:28]=[C:27]([CH3:29])[N:26]([CH2:30][C:31](O)=[O:32])[N:25]=1.CCN(C(C)C)C(C)C.C(P1(=O)OP(CCC)(=O)OP(CCC)(=O)O1)CC.C(OC(=O)C)C. The catalyst is CN(C)C=O. The product is [CH3:23][C:24]1[CH:28]=[C:27]([CH3:29])[N:26]([CH2:30][C:31]([N:3]2[C:11]3[C:6](=[CH:7][C:8]([C:12]4[C:20]5[C:19]([NH2:21])=[N:18][CH:17]=[N:16][C:15]=5[N:14]([CH3:22])[CH:13]=4)=[CH:9][CH:10]=3)[CH2:5][CH2:4]2)=[O:32])[N:25]=1. The yield is 0.412. (4) The reactants are [OH:1][CH2:2][CH:3]([NH:5][C:6]([C:8]1[CH:9]=[C:10]([C:14]#[C:15][CH2:16][CH2:17][CH2:18][C:19]([OH:21])=O)[CH:11]=[CH:12][CH:13]=1)=[O:7])[CH3:4].Cl.[CH3:23][NH2:24]. No catalyst specified. The product is [CH3:23][NH:24][C:19]([CH2:18][CH2:17][CH2:16][C:15]#[C:14][C:10]1[CH:9]=[C:8]([CH:13]=[CH:12][CH:11]=1)[C:6]([NH:5][CH:3]([CH3:4])[CH2:2][OH:1])=[O:7])=[O:21]. The yield is 0.530.